From a dataset of Catalyst prediction with 721,799 reactions and 888 catalyst types from USPTO. Predict which catalyst facilitates the given reaction. (1) Reactant: Br[CH2:2][C:3]1[C:4]([F:20])=[C:5]([O:10][C:11]2[CH:12]=[C:13]([CH:16]=[C:17]([Cl:19])[CH:18]=2)[C:14]#[N:15])[C:6]([Cl:9])=[CH:7][CH:8]=1.[CH3:21][NH2:22].C(OCC)(=O)C.C([O-])(O)=O.[Na+]. Product: [Cl:19][C:17]1[CH:16]=[C:13]([CH:12]=[C:11]([O:10][C:5]2[C:6]([Cl:9])=[CH:7][CH:8]=[C:3]([CH2:2][NH:22][CH3:21])[C:4]=2[F:20])[CH:18]=1)[C:14]#[N:15]. The catalyst class is: 168. (2) The catalyst class is: 33. Reactant: [N:1]1[CH:6]=[CH:5][C:4]([N:7]2[CH2:16][CH2:15][C:10]3(OCC[O:11]3)[CH2:9][CH2:8]2)=[CH:3][CH:2]=1.[OH-].[Na+]. Product: [N:1]1[CH:6]=[CH:5][C:4]([N:7]2[CH2:16][CH2:15][C:10](=[O:11])[CH2:9][CH2:8]2)=[CH:3][CH:2]=1. (3) Reactant: [Br:1][C:2]1[C:11]2[CH2:10][CH2:9][CH2:8][CH2:7][C:6]=2[C:5]([OH:12])=[CH:4][CH:3]=1.Cl.[CH3:14][N:15]([CH3:19])[CH2:16][CH2:17]Cl.C(=O)([O-])[O-].[K+].[K+].[Cl-]. Product: [Br:1][C:2]1[C:11]2[CH2:10][CH2:9][CH2:8][CH2:7][C:6]=2[C:5]([O:12][CH2:17][CH2:16][N:15]([CH3:19])[CH3:14])=[CH:4][CH:3]=1. The catalyst class is: 10. (4) The catalyst class is: 272. Reactant: [F:1][C:2]([F:16])([F:15])[C:3]1[CH:4]=[CH:5][C:6]2[N:7]([C:9]([C:12]([OH:14])=O)=[CH:10][N:11]=2)[CH:8]=1.C(Cl)(=O)C(Cl)=O.CN(C=O)C.[NH2:28][C:29]1[CH:30]=[C:31]([C:36]2[N:40]=[C:39]([CH:41]3[CH2:44][N:43]([C:45]([O:47][CH3:48])=[O:46])[CH2:42]3)[O:38][N:37]=2)[CH:32]=[CH:33][C:34]=1[CH3:35]. Product: [CH3:35][C:34]1[CH:33]=[CH:32][C:31]([C:36]2[N:40]=[C:39]([CH:41]3[CH2:42][N:43]([C:45]([O:47][CH3:48])=[O:46])[CH2:44]3)[O:38][N:37]=2)=[CH:30][C:29]=1[NH:28][C:12]([C:9]1[N:7]2[CH:8]=[C:3]([C:2]([F:1])([F:16])[F:15])[CH:4]=[CH:5][C:6]2=[N:11][CH:10]=1)=[O:14]. (5) Reactant: [CH:1]1([CH2:4][C:5]23[CH2:21][CH2:20][C:19](=[O:22])[CH:18]=[C:6]2[CH2:7][CH2:8][CH2:9][C:10]2[CH:15]=[C:14]([O:16][CH3:17])[CH:13]=[CH:12][C:11]=23)CC1.CO. Product: [CH2:4]([C@:5]12[CH2:21][CH2:20][C:19](=[O:22])[CH:18]=[C:6]1[CH2:7][CH2:8][CH2:9][C:10]1[CH:15]=[C:14]([O:16][CH3:17])[CH:13]=[CH:12][C:11]=12)[CH3:1].[CH2:4]([C@@:5]12[CH2:21][CH2:20][C:19](=[O:22])[CH:18]=[C:6]1[CH2:7][CH2:8][CH2:9][C:10]1[CH:15]=[C:14]([O:16][CH3:17])[CH:13]=[CH:12][C:11]=12)[CH3:1]. The catalyst class is: 2. (6) Reactant: C(Cl)CCl.[CH3:5][C:6]1[O:7][CH:8]=[C:9]([C:11]([OH:13])=O)[N:10]=1.C[O:15][C:16](=[O:67])[C@@H:17]([NH:34][C:35]([C@@H:37]1[CH2:46][C:45]2[CH:44]=[C:43]3[O:47][CH2:48][C@H:49]([C:51]4[CH:56]=[CH:55][C:54]([O:57][CH2:58][C:59]5[CH:64]=[CH:63][C:62]([Cl:65])=[C:61]([Cl:66])[CH:60]=5)=[CH:53][CH:52]=4)[O:50][C:42]3=[CH:41][C:40]=2[CH2:39][NH:38]1)=[O:36])[CH2:18][C:19]1[CH:24]=[CH:23][C:22]([O:25][C:26]2[CH:31]=[CH:30][N:29]=[C:28]([CH3:32])[C:27]=2[CH3:33])=[CH:21][CH:20]=1. Product: [Cl:66][C:61]1[CH:60]=[C:59]([CH:64]=[CH:63][C:62]=1[Cl:65])[CH2:58][O:57][C:54]1[CH:55]=[CH:56][C:51]([C@H:49]2[CH2:48][O:47][C:43]3=[CH:44][C:45]4[CH2:46][C@@H:37]([C:35]([NH:34][C@@H:17]([CH2:18][C:19]5[CH:24]=[CH:23][C:22]([O:25][C:26]6[CH:31]=[CH:30][N:29]=[C:28]([CH3:32])[C:27]=6[CH3:33])=[CH:21][CH:20]=5)[C:16]([OH:67])=[O:15])=[O:36])[N:38]([C:11]([C:9]5[N:10]=[C:6]([CH3:5])[O:7][CH:8]=5)=[O:13])[CH2:39][C:40]=4[CH:41]=[C:42]3[O:50]2)=[CH:52][CH:53]=1. The catalyst class is: 2.